From a dataset of Peptide-MHC class II binding affinity with 134,281 pairs from IEDB. Regression. Given a peptide amino acid sequence and an MHC pseudo amino acid sequence, predict their binding affinity value. This is MHC class II binding data. (1) The peptide sequence is GGSILKISNKFHTKG. The MHC is DRB3_0202 with pseudo-sequence DRB3_0202. The binding affinity (normalized) is 0.256. (2) The peptide sequence is SQSLELSWNLNGLQAY. The MHC is DRB1_1302 with pseudo-sequence DRB1_1302. The binding affinity (normalized) is 0.586. (3) The peptide sequence is VWQHDRVEIIANDQG. The MHC is HLA-DQA10101-DQB10501 with pseudo-sequence HLA-DQA10101-DQB10501. The binding affinity (normalized) is 0.142. (4) The peptide sequence is TPKIQVYSRHPAENG. The MHC is DRB1_1301 with pseudo-sequence DRB1_1301. The binding affinity (normalized) is 0.125. (5) The peptide sequence is GARRSGDVLWDIPTP. The MHC is DRB4_0103 with pseudo-sequence DRB4_0103. The binding affinity (normalized) is 0.490. (6) The MHC is DRB1_0401 with pseudo-sequence DRB1_0401. The peptide sequence is DDMIAAYTAALVSGT. The binding affinity (normalized) is 0.564.